This data is from NCI-60 drug combinations with 297,098 pairs across 59 cell lines. The task is: Regression. Given two drug SMILES strings and cell line genomic features, predict the synergy score measuring deviation from expected non-interaction effect. (1) Drug 1: CC1=C(N=C(N=C1N)C(CC(=O)N)NCC(C(=O)N)N)C(=O)NC(C(C2=CN=CN2)OC3C(C(C(C(O3)CO)O)O)OC4C(C(C(C(O4)CO)O)OC(=O)N)O)C(=O)NC(C)C(C(C)C(=O)NC(C(C)O)C(=O)NCCC5=NC(=CS5)C6=NC(=CS6)C(=O)NCCC[S+](C)C)O. Drug 2: C(CC(=O)O)C(=O)CN.Cl. Cell line: DU-145. Synergy scores: CSS=37.7, Synergy_ZIP=-6.35, Synergy_Bliss=-9.32, Synergy_Loewe=-5.21, Synergy_HSA=-4.65. (2) Drug 1: C(=O)(N)NO. Drug 2: C1=NC2=C(N1)C(=S)N=CN2. Cell line: OVCAR3. Synergy scores: CSS=41.0, Synergy_ZIP=2.07, Synergy_Bliss=1.63, Synergy_Loewe=-35.5, Synergy_HSA=-0.380.